This data is from Forward reaction prediction with 1.9M reactions from USPTO patents (1976-2016). The task is: Predict the product of the given reaction. (1) Given the reactants [C:1]([OH:6])(=[O:5])[CH:2]([CH3:4])[OH:3].Cl[Sn:8]Cl.[OH-].[Na+], predict the reaction product. The product is: [C:1]([O-:6])(=[O:5])[CH:2]([CH3:4])[OH:3].[Sn+2:8].[C:1]([O-:6])(=[O:5])[CH:2]([CH3:4])[OH:3]. (2) Given the reactants [F:1][C:2]([F:13])([F:12])[C:3]1[C:4]2[CH2:11][O:10][CH2:9][CH2:8][C:5]=2[NH:6][N:7]=1.C(=O)([O-])[O-].[K+].[K+].I[C:21]1[CH:26]=[CH:25][C:24]([S:27]([NH:30][CH2:31][CH:32]2[CH2:36][CH2:35][CH2:34][O:33]2)(=[O:29])=[O:28])=[CH:23][CH:22]=1.CN(C)CC(O)=O, predict the reaction product. The product is: [O:33]1[CH2:34][CH2:35][CH2:36][CH:32]1[CH2:31][NH:30][S:27]([C:24]1[CH:25]=[CH:26][C:21]([N:6]2[C:5]3[CH2:8][CH2:9][O:10][CH2:11][C:4]=3[C:3]([C:2]([F:12])([F:1])[F:13])=[N:7]2)=[CH:22][CH:23]=1)(=[O:29])=[O:28]. (3) Given the reactants [Cl:1][C:2]1[N:10]=[C:9]2[C:5]([N:6]=[CH:7][N:8]2[CH:11]([CH3:13])[CH3:12])=[C:4](Cl)[N:3]=1.[NH2:15][C:16]1[CH:21]=[CH:20][CH:19]=[CH:18][CH:17]=1, predict the reaction product. The product is: [Cl:1][C:2]1[N:10]=[C:9]2[C:5]([N:6]=[CH:7][N:8]2[CH:11]([CH3:13])[CH3:12])=[C:4]([NH:15][C:16]2[CH:21]=[CH:20][CH:19]=[CH:18][CH:17]=2)[N:3]=1. (4) Given the reactants [Cl:1][C:2]1[CH:7]=[CH:6][C:5]([OH:8])=[CH:4][CH:3]=1.[CH:9](O)([OH:14])[C:10]([F:13])([F:12])[F:11], predict the reaction product. The product is: [F:11][C:10]([F:13])([F:12])[CH:9]([C:6]1[CH:7]=[C:2]([Cl:1])[CH:3]=[CH:4][C:5]=1[OH:8])[OH:14].